Dataset: Full USPTO retrosynthesis dataset with 1.9M reactions from patents (1976-2016). Task: Predict the reactants needed to synthesize the given product. Given the product [Cl:1][C:2]1[CH:3]=[C:4]([CH:5]=[C:6]([N+:8]([O-:10])=[O:9])[CH:7]=1)[O:15][C:14]1[CH:21]=[CH:20][C:18]([OH:19])=[CH:17][CH:16]=1, predict the reactants needed to synthesize it. The reactants are: [Cl:1][C:2]1[CH:7]=[C:6]([N+:8]([O-:10])=[O:9])[CH:5]=[C:4]([N+]([O-])=O)[CH:3]=1.[C:14]1([CH:21]=[CH:20][C:18]([OH:19])=[CH:17][CH:16]=1)[OH:15].C([O-])([O-])=O.[K+].[K+].